Predict the reaction yield, written as a fraction of the theoretical maximum amount of product (1.0 means a 100% yield; for example, 0.34 means a 34% yield). From a dataset of Reaction yield outcomes from USPTO patents with 853,638 reactions. (1) The reactants are [N:1]1([CH2:6][C:7]2[CH:8]=[C:9](Br)[C:10]([O:13][CH:14](F)F)=[N:11][CH:12]=2)[CH:5]=[N:4][CH:3]=[N:2]1.[CH3:18][O:19][C:20]1[N:25]=[C:24](B(O)O)[CH:23]=[CH:22][CH:21]=1.C1C=CC=CC=1.C(=O)([O-])[O-].[Na+].[Na+]. The catalyst is CCO.C1C=CC([P]([Pd]([P](C2C=CC=CC=2)(C2C=CC=CC=2)C2C=CC=CC=2)([P](C2C=CC=CC=2)(C2C=CC=CC=2)C2C=CC=CC=2)[P](C2C=CC=CC=2)(C2C=CC=CC=2)C2C=CC=CC=2)(C2C=CC=CC=2)C2C=CC=CC=2)=CC=1. The product is [CH3:14][O:13][C:10]1[C:9]([C:24]2[CH:23]=[CH:22][CH:21]=[C:20]([O:19][CH3:18])[N:25]=2)=[CH:8][C:7]([CH2:6][N:1]2[CH:5]=[N:4][CH:3]=[N:2]2)=[CH:12][N:11]=1. The yield is 0.250. (2) The reactants are [CH3:1][C:2]1[CH:8]=[CH:7][C:5]([NH2:6])=[CH:4][C:3]=1[N+:9]([O-:11])=[O:10].[CH2:12]([N:14]([CH:18]([CH3:20])C)[CH:15]([CH3:17])C)[CH3:13].Cl[CH2:22][C:23]1C=C[CH:29]=[CH:28][C:24]=1[C:25](Cl)=[O:26].[CH3:32][N:33]1CCNCC1. The catalyst is O1CCCC1. The product is [CH3:1][C:2]1[CH:8]=[CH:7][C:5]([NH:6][C:25](=[O:26])[C:24]2[CH:28]=[CH:29][C:20]([CH2:18][N:14]3[CH2:12][CH2:13][N:33]([CH3:32])[CH2:17][CH2:15]3)=[CH:22][CH:23]=2)=[CH:4][C:3]=1[N+:9]([O-:11])=[O:10]. The yield is 0.950. (3) The reactants are [NH2:1][C:2]1([C:13]2[CH:18]=[CH:17][C:16]([CH:19]([CH3:21])[CH3:20])=[CH:15][C:14]=2[O:22][CH3:23])[C:10](=[O:11])[C:9]2[C:4](=[CH:5][CH:6]=[CH:7][CH:8]=2)[C:3]1=[O:12].[C:24](Cl)(=[O:31])[C:25]1[CH:30]=[CH:29][CH:28]=[CH:27][CH:26]=1.C(N(CC)CC)C. The catalyst is ClCCl. The product is [CH:19]([C:16]1[CH:17]=[CH:18][C:13]([C:2]2([NH:1][C:24](=[O:31])[C:25]3[CH:30]=[CH:29][CH:28]=[CH:27][CH:26]=3)[C:10](=[O:11])[C:9]3[C:4](=[CH:5][CH:6]=[CH:7][CH:8]=3)[C:3]2=[O:12])=[C:14]([O:22][CH3:23])[CH:15]=1)([CH3:21])[CH3:20]. The yield is 0.970. (4) The reactants are [N+](=[CH:3]P(=O)(OC)OC)=[N-].CC(C)([O-])C.[K+].[C:16]([O:20][C:21]([NH:23][C@@H:24]([CH2:27][C:28]1[CH:33]=[CH:32][CH:31]=[CH:30][CH:29]=1)[CH:25]=O)=[O:22])([CH3:19])([CH3:18])[CH3:17]. The catalyst is C1COCC1. The product is [C:28]1([CH2:27][C@H:24]([NH:23][C:21](=[O:22])[O:20][C:16]([CH3:19])([CH3:18])[CH3:17])[C:25]#[CH:3])[CH:33]=[CH:32][CH:31]=[CH:30][CH:29]=1. The yield is 0.370. (5) The reactants are [CH2:1]([O:3][C:4]([C:6]1[N:7]([CH3:21])[C:8](Br)=[C:9]([C:18]#[N:19])[C:10]=1[C:11]1[CH:16]=[CH:15][C:14]([Br:17])=[CH:13][CH:12]=1)=[O:5])[CH3:2].[C-:22]#[N:23].[K+].O.C(Cl)Cl. The catalyst is CS(C)=O. The product is [CH2:1]([O:3][C:4]([C:6]1[N:7]([CH3:21])[C:8]([C:22]#[N:23])=[C:9]([C:18]#[N:19])[C:10]=1[C:11]1[CH:16]=[CH:15][C:14]([Br:17])=[CH:13][CH:12]=1)=[O:5])[CH3:2]. The yield is 0.900.